Dataset: Full USPTO retrosynthesis dataset with 1.9M reactions from patents (1976-2016). Task: Predict the reactants needed to synthesize the given product. Given the product [C:17]([NH:4][C:3]1[CH:5]=[CH:6][CH:7]=[CH:8][C:2]=1[C:1]([NH2:10])=[O:9])(=[O:19])[CH3:18], predict the reactants needed to synthesize it. The reactants are: [C:1]([NH2:10])(=[O:9])[C:2]1[C:3](=[CH:5][CH:6]=[CH:7][CH:8]=1)[NH2:4].C([O-])([O-])=O.[K+].[K+].[C:17](Cl)(=[O:19])[CH3:18].